Dataset: NCI-60 drug combinations with 297,098 pairs across 59 cell lines. Task: Regression. Given two drug SMILES strings and cell line genomic features, predict the synergy score measuring deviation from expected non-interaction effect. (1) Drug 1: CC12CCC(CC1=CCC3C2CCC4(C3CC=C4C5=CN=CC=C5)C)O. Drug 2: C1C(C(OC1N2C=NC3=C(N=C(N=C32)Cl)N)CO)O. Cell line: MDA-MB-231. Synergy scores: CSS=16.9, Synergy_ZIP=-5.36, Synergy_Bliss=-2.41, Synergy_Loewe=-7.82, Synergy_HSA=-2.28. (2) Drug 1: C1=CC(=CC=C1CCCC(=O)O)N(CCCl)CCCl. Drug 2: C1=CC(=CC=C1C#N)C(C2=CC=C(C=C2)C#N)N3C=NC=N3. Cell line: MCF7. Synergy scores: CSS=27.7, Synergy_ZIP=-5.84, Synergy_Bliss=-4.88, Synergy_Loewe=-5.18, Synergy_HSA=-4.20. (3) Synergy scores: CSS=56.1, Synergy_ZIP=20.8, Synergy_Bliss=20.8, Synergy_Loewe=-18.6, Synergy_HSA=20.3. Drug 2: CC1=C2C(C(=O)C3(C(CC4C(C3C(C(C2(C)C)(CC1OC(=O)C(C(C5=CC=CC=C5)NC(=O)OC(C)(C)C)O)O)OC(=O)C6=CC=CC=C6)(CO4)OC(=O)C)OC)C)OC. Drug 1: CNC(=O)C1=CC=CC=C1SC2=CC3=C(C=C2)C(=NN3)C=CC4=CC=CC=N4. Cell line: NCIH23. (4) Drug 1: CCN(CC)CCNC(=O)C1=C(NC(=C1C)C=C2C3=C(C=CC(=C3)F)NC2=O)C. Drug 2: C1=NC2=C(N1)C(=S)N=CN2. Cell line: HCT116. Synergy scores: CSS=47.0, Synergy_ZIP=0.0232, Synergy_Bliss=4.34, Synergy_Loewe=-1.11, Synergy_HSA=2.36. (5) Drug 1: CC(CN1CC(=O)NC(=O)C1)N2CC(=O)NC(=O)C2. Drug 2: CC1CCC2CC(C(=CC=CC=CC(CC(C(=O)C(C(C(=CC(C(=O)CC(OC(=O)C3CCCCN3C(=O)C(=O)C1(O2)O)C(C)CC4CCC(C(C4)OC)O)C)C)O)OC)C)C)C)OC. Cell line: SK-MEL-2. Synergy scores: CSS=33.8, Synergy_ZIP=-7.71, Synergy_Bliss=-1.50, Synergy_Loewe=2.78, Synergy_HSA=3.29. (6) Drug 1: C1C(C(OC1N2C=C(C(=O)NC2=O)F)CO)O. Drug 2: C#CCC(CC1=CN=C2C(=N1)C(=NC(=N2)N)N)C3=CC=C(C=C3)C(=O)NC(CCC(=O)O)C(=O)O. Cell line: SN12C. Synergy scores: CSS=29.1, Synergy_ZIP=-1.60, Synergy_Bliss=-5.21, Synergy_Loewe=-8.81, Synergy_HSA=-7.82.